From a dataset of Reaction yield outcomes from USPTO patents with 853,638 reactions. Predict the reaction yield, written as a fraction of the theoretical maximum amount of product (1.0 means a 100% yield; for example, 0.34 means a 34% yield). (1) The reactants are [CH3:1][CH:2]([CH3:35])[CH2:3][C@H:4]([NH:19][C:20]([C@@H:22]1[CH2:27][CH2:26][CH2:25][CH2:24][N:23]1C(OC(C)(C)C)=O)=[O:21])/[CH:5]=[CH:6]/[C:7](=[O:18])[NH:8][C:9]1[S:10][C:11]([C:14]([F:17])([F:16])[F:15])=[N:12][N:13]=1.[C:36]([OH:42])([C:38]([F:41])([F:40])[F:39])=[O:37]. The catalyst is C(Cl)Cl. The product is [F:39][C:38]([F:41])([F:40])[C:36]([OH:42])=[O:37].[CH3:1][CH:2]([CH3:35])[CH2:3][C@H:4]([NH:19][C:20]([C@@H:22]1[CH2:27][CH2:26][CH2:25][CH2:24][NH:23]1)=[O:21])/[CH:5]=[CH:6]/[C:7](=[O:18])[NH:8][C:9]1[S:10][C:11]([C:14]([F:17])([F:15])[F:16])=[N:12][N:13]=1. The yield is 0.730. (2) The reactants are Br[C:2]1[S:6][C:5]([NH:7][C:8]([NH:10][C:11]2[C:16]([Cl:17])=[CH:15][CH:14]=[CH:13][C:12]=2[Cl:18])=[O:9])=[C:4]([C:19]([O:21][C:22]([CH3:25])([CH3:24])[CH3:23])=[O:20])[CH:3]=1.[F:26][C:27]1[CH:32]=[CH:31][C:30](B(O)O)=[C:29]([CH3:36])[CH:28]=1.C([O-])([O-])=O.[Na+].[Na+]. The catalyst is COCCOC.Cl[Pd](Cl)([P](C1C=CC=CC=1)(C1C=CC=CC=1)C1C=CC=CC=1)[P](C1C=CC=CC=1)(C1C=CC=CC=1)C1C=CC=CC=1. The product is [Cl:18][C:12]1[CH:13]=[CH:14][CH:15]=[C:16]([Cl:17])[C:11]=1[NH:10][C:8]([NH:7][C:5]1[S:6][C:2]([C:30]2[CH:31]=[CH:32][C:27]([F:26])=[CH:28][C:29]=2[CH3:36])=[CH:3][C:4]=1[C:19]([O:21][C:22]([CH3:25])([CH3:24])[CH3:23])=[O:20])=[O:9]. The yield is 0.590. (3) The reactants are [H-].[H-].[H-].[H-].[Li+].[Al+3].[CH2:7]([O:14][C:15]1[N:20]=[CH:19][C:18]([C:21]2[CH:26]=[CH:25][C:24]([CH2:27][C:28]([NH:30][C:31]3[CH:36]=[CH:35][C:34]([CH2:37][C:38]([CH3:45])([CH3:44])[C:39](OCC)=[O:40])=[C:33]([C:46]([F:49])([F:48])[F:47])[CH:32]=3)=[O:29])=[C:23]([F:50])[CH:22]=2)=[C:17]([O:51][CH2:52][CH3:53])[CH:16]=1)[C:8]1[CH:13]=[CH:12][CH:11]=[CH:10][CH:9]=1. The catalyst is C1COCC1. The product is [CH2:7]([O:14][C:15]1[N:20]=[CH:19][C:18]([C:21]2[CH:26]=[CH:25][C:24]([CH2:27][C:28]([NH:30][C:31]3[CH:36]=[CH:35][C:34]([CH2:37][C:38]([CH3:45])([CH3:44])[CH2:39][OH:40])=[C:33]([C:46]([F:47])([F:49])[F:48])[CH:32]=3)=[O:29])=[C:23]([F:50])[CH:22]=2)=[C:17]([O:51][CH2:52][CH3:53])[CH:16]=1)[C:8]1[CH:9]=[CH:10][CH:11]=[CH:12][CH:13]=1. The yield is 0.209. (4) The reactants are [NH2:1][C@H:2]([C:4]1[N:9]([C:10]2[CH:15]=[CH:14][CH:13]=[CH:12][CH:11]=2)[C:8](=[O:16])[C:7]2=[C:17]([CH3:20])[CH:18]=[CH:19][N:6]2[N:5]=1)[CH3:3].[NH2:21][C:22]1[C:27]([C:28]([NH:30][C:31]2[CH:36]=[CH:35][C:34]([S:37](=[O:41])(=[O:40])[NH:38][CH3:39])=[CH:33][CH:32]=2)=[O:29])=[C:26](Cl)[N:25]=[CH:24][N:23]=1.CCN(C(C)C)C(C)C.[F-].[Cs+]. The catalyst is C(O)(C)(C)C. The product is [NH2:21][C:22]1[C:27]([C:28]([NH:30][C:31]2[CH:32]=[CH:33][C:34]([S:37](=[O:41])(=[O:40])[NH:38][CH3:39])=[CH:35][CH:36]=2)=[O:29])=[C:26]([NH:1][C@H:2]([C:4]2[N:9]([C:10]3[CH:15]=[CH:14][CH:13]=[CH:12][CH:11]=3)[C:8](=[O:16])[C:7]3=[C:17]([CH3:20])[CH:18]=[CH:19][N:6]3[N:5]=2)[CH3:3])[N:25]=[CH:24][N:23]=1. The yield is 0.230.